Task: Predict the product of the given reaction.. Dataset: Forward reaction prediction with 1.9M reactions from USPTO patents (1976-2016) Given the reactants [NH2:1][C:2]([CH3:27])([CH3:26])[CH2:3][NH:4][C:5]1[C:14]2[C:9](=[CH:10][C:11]([O:15][CH2:16][C:17]3[CH:22]=[CH:21][CH:20]=[CH:19][CH:18]=3)=[CH:12][CH:13]=2)[N:8]=[CH:7][C:6]=1[N+:23]([O-:25])=[O:24].[OH-].[Na+].[C:30](O[C:30]([O:32][C:33]([CH3:36])([CH3:35])[CH3:34])=[O:31])([O:32][C:33]([CH3:36])([CH3:35])[CH3:34])=[O:31], predict the reaction product. The product is: [CH2:16]([O:15][C:11]1[CH:10]=[C:9]2[C:14]([C:5]([NH:4][CH2:3][C:2]([NH:1][C:30](=[O:31])[O:32][C:33]([CH3:36])([CH3:35])[CH3:34])([CH3:27])[CH3:26])=[C:6]([N+:23]([O-:25])=[O:24])[CH:7]=[N:8]2)=[CH:13][CH:12]=1)[C:17]1[CH:22]=[CH:21][CH:20]=[CH:19][CH:18]=1.